From a dataset of NCI-60 drug combinations with 297,098 pairs across 59 cell lines. Regression. Given two drug SMILES strings and cell line genomic features, predict the synergy score measuring deviation from expected non-interaction effect. (1) Drug 1: CC(CN1CC(=O)NC(=O)C1)N2CC(=O)NC(=O)C2. Drug 2: C1CC(C1)(C(=O)O)C(=O)O.[NH2-].[NH2-].[Pt+2]. Cell line: IGROV1. Synergy scores: CSS=48.6, Synergy_ZIP=-1.08, Synergy_Bliss=1.14, Synergy_Loewe=5.67, Synergy_HSA=6.90. (2) Cell line: MALME-3M. Drug 1: C1CCC(C1)C(CC#N)N2C=C(C=N2)C3=C4C=CNC4=NC=N3. Drug 2: C1=NC2=C(N1)C(=S)N=CN2. Synergy scores: CSS=0.451, Synergy_ZIP=-5.47, Synergy_Bliss=-12.2, Synergy_Loewe=-19.3, Synergy_HSA=-13.4. (3) Drug 1: CC1=CC2C(CCC3(C2CCC3(C(=O)C)OC(=O)C)C)C4(C1=CC(=O)CC4)C. Drug 2: CC12CCC3C(C1CCC2OP(=O)(O)O)CCC4=C3C=CC(=C4)OC(=O)N(CCCl)CCCl.[Na+]. Cell line: HOP-62. Synergy scores: CSS=-8.33, Synergy_ZIP=2.61, Synergy_Bliss=-2.58, Synergy_Loewe=-9.12, Synergy_HSA=-8.42. (4) Drug 1: C1=CC(=CC=C1C#N)C(C2=CC=C(C=C2)C#N)N3C=NC=N3. Drug 2: C1C(C(OC1N2C=NC3=C2NC=NCC3O)CO)O. Cell line: SK-MEL-5. Synergy scores: CSS=4.50, Synergy_ZIP=-1.61, Synergy_Bliss=-1.66, Synergy_Loewe=0.219, Synergy_HSA=-0.905. (5) Drug 1: CC1=C(C=C(C=C1)C(=O)NC2=CC(=CC(=C2)C(F)(F)F)N3C=C(N=C3)C)NC4=NC=CC(=N4)C5=CN=CC=C5. Drug 2: CCCCCOC(=O)NC1=NC(=O)N(C=C1F)C2C(C(C(O2)C)O)O. Cell line: HCT116. Synergy scores: CSS=-0.750, Synergy_ZIP=1.00, Synergy_Bliss=-2.54, Synergy_Loewe=-10.3, Synergy_HSA=-6.75. (6) Drug 1: CCCS(=O)(=O)NC1=C(C(=C(C=C1)F)C(=O)C2=CNC3=C2C=C(C=N3)C4=CC=C(C=C4)Cl)F. Drug 2: C1=CC(=CC=C1C#N)C(C2=CC=C(C=C2)C#N)N3C=NC=N3. Cell line: HCT116. Synergy scores: CSS=-0.185, Synergy_ZIP=2.19, Synergy_Bliss=4.51, Synergy_Loewe=3.10, Synergy_HSA=2.50. (7) Drug 1: CC1=C(C(=O)C2=C(C1=O)N3CC4C(C3(C2COC(=O)N)OC)N4)N. Drug 2: C1C(C(OC1N2C=NC3=C2NC=NCC3O)CO)O. Cell line: IGROV1. Synergy scores: CSS=0.359, Synergy_ZIP=-0.0352, Synergy_Bliss=-1.83, Synergy_Loewe=-0.496, Synergy_HSA=-1.82. (8) Drug 1: CC12CCC3C(C1CCC2=O)CC(=C)C4=CC(=O)C=CC34C. Drug 2: CCC1=CC2CC(C3=C(CN(C2)C1)C4=CC=CC=C4N3)(C5=C(C=C6C(=C5)C78CCN9C7C(C=CC9)(C(C(C8N6C)(C(=O)OC)O)OC(=O)C)CC)OC)C(=O)OC.C(C(C(=O)O)O)(C(=O)O)O. Cell line: SK-MEL-5. Synergy scores: CSS=22.4, Synergy_ZIP=0.506, Synergy_Bliss=-0.229, Synergy_Loewe=-3.88, Synergy_HSA=2.17. (9) Drug 1: CN1CCC(CC1)COC2=C(C=C3C(=C2)N=CN=C3NC4=C(C=C(C=C4)Br)F)OC. Drug 2: CN(CC1=CN=C2C(=N1)C(=NC(=N2)N)N)C3=CC=C(C=C3)C(=O)NC(CCC(=O)O)C(=O)O. Cell line: NCI-H460. Synergy scores: CSS=27.5, Synergy_ZIP=-1.13, Synergy_Bliss=-3.53, Synergy_Loewe=-8.31, Synergy_HSA=-5.25. (10) Drug 1: C1=CC(=CC=C1CC(C(=O)O)N)N(CCCl)CCCl.Cl. Drug 2: C1=CN(C(=O)N=C1N)C2C(C(C(O2)CO)O)O.Cl. Cell line: M14. Synergy scores: CSS=33.6, Synergy_ZIP=-2.36, Synergy_Bliss=4.24, Synergy_Loewe=-13.2, Synergy_HSA=1.92.